From a dataset of Forward reaction prediction with 1.9M reactions from USPTO patents (1976-2016). Predict the product of the given reaction. (1) Given the reactants [NH2:1][C:2]1[C:7]([F:8])=[CH:6][CH:5]=[C:4]([F:9])[C:3]=1[OH:10].Cl[CH2:12][C:13](Cl)=[O:14].C([O-])([O-])=O.[K+].[K+], predict the reaction product. The product is: [F:8][C:7]1[C:2]2[NH:1][C:13](=[O:14])[CH2:12][O:10][C:3]=2[C:4]([F:9])=[CH:5][CH:6]=1. (2) Given the reactants [Cl:1][C:2]1[CH:10]=[C:9]2[C:5]([C:6]([C:11]([N:13]3[CH2:18][CH2:17][C:16]4([C:23]5[CH:24]=[CH:25][CH:26]=[CH:27][C:22]=5[NH:21][C:20](=[O:28])[O:19]4)[CH2:15][CH2:14]3)=[O:12])=[CH:7][NH:8]2)=[CH:4][CH:3]=1.[H-].[Na+].[F:31][C:32]1[CH:33]=[C:34]([CH:38]=[CH:39][CH:40]=1)[C:35](Cl)=[O:36].[Cl-].[NH4+], predict the reaction product. The product is: [Cl:1][C:2]1[CH:10]=[C:9]2[C:5]([C:6]([C:11]([N:13]3[CH2:18][CH2:17][C:16]4([C:23]5[CH:24]=[CH:25][CH:26]=[CH:27][C:22]=5[NH:21][C:20](=[O:28])[O:19]4)[CH2:15][CH2:14]3)=[O:12])=[CH:7][N:8]2[C:35](=[O:36])[C:34]2[CH:38]=[CH:39][CH:40]=[C:32]([F:31])[CH:33]=2)=[CH:4][CH:3]=1. (3) Given the reactants [OH:1][CH:2]([CH2:10][CH2:11][CH:12]=[CH2:13])[CH:3]([CH3:9])[C:4]([O:6]CC)=[O:5], predict the reaction product. The product is: [OH:1][CH:2]([CH2:10][CH2:11][CH:12]=[CH2:13])[CH:3]([CH3:9])[C:4]([OH:6])=[O:5]. (4) Given the reactants [C:1]([C:3]1[CH:4]=[C:5]([CH:9]=[CH:10][CH:11]=1)[C:6]([OH:8])=[O:7])#[N:2].Cl.[NH2:13][OH:14].C(=O)([O-])[O-].[Na+].[Na+], predict the reaction product. The product is: [OH:14][N:13]=[C:1]([C:3]1[CH:4]=[C:5]([CH:9]=[CH:10][CH:11]=1)[C:6]([OH:8])=[O:7])[NH2:2].